Dataset: Forward reaction prediction with 1.9M reactions from USPTO patents (1976-2016). Task: Predict the product of the given reaction. The product is: [F:26][C:16]1([F:15])[O:20][C:19]2[CH:21]=[CH:22][C:23]([NH:25][CH2:10][CH2:9][C:6]3[CH:7]=[CH:8][C:3]([C:2]([F:14])([F:13])[F:1])=[CH:4][CH:5]=3)=[CH:24][C:18]=2[O:17]1. Given the reactants [F:1][C:2]([F:14])([F:13])[C:3]1[CH:8]=[CH:7][C:6]([CH2:9][C:10](O)=O)=[CH:5][CH:4]=1.[F:15][C:16]1([F:26])[O:20][C:19]2[CH:21]=[CH:22][C:23]([NH2:25])=[CH:24][C:18]=2[O:17]1, predict the reaction product.